Regression. Given a peptide amino acid sequence and an MHC pseudo amino acid sequence, predict their binding affinity value. This is MHC class II binding data. From a dataset of Peptide-MHC class II binding affinity with 134,281 pairs from IEDB. The peptide sequence is PGHGISVGSLGRYKD. The MHC is HLA-DQA10501-DQB10301 with pseudo-sequence HLA-DQA10501-DQB10301. The binding affinity (normalized) is 0.650.